From a dataset of Catalyst prediction with 721,799 reactions and 888 catalyst types from USPTO. Predict which catalyst facilitates the given reaction. (1) Reactant: [C:1]([O:5][C:6]([N:8]1[CH2:13][CH2:12][CH:11]([C:14](=[O:25])[C:15]2[CH:20]=[CH:19][C:18]([OH:21])=[C:17]([N+:22]([O-:24])=[O:23])[CH:16]=2)[CH2:10][CH2:9]1)=[O:7])([CH3:4])([CH3:3])[CH3:2].C(=O)([O-])[O-].[K+].[K+].Br[CH2:33][C:34]([O:36][CH3:37])=[O:35]. Product: [C:1]([O:5][C:6]([N:8]1[CH2:9][CH2:10][CH:11]([C:14]([C:15]2[CH:20]=[CH:19][C:18]([O:21][CH2:33][C:34]([O:36][CH3:37])=[O:35])=[C:17]([N+:22]([O-:24])=[O:23])[CH:16]=2)=[O:25])[CH2:12][CH2:13]1)=[O:7])([CH3:4])([CH3:2])[CH3:3]. The catalyst class is: 21. (2) Reactant: [NH2:1][C:2]1[CH:3]=[C:4]([NH:9][C:10]2[N:15]=[C:14]3[S:16][C:17]([NH:19][C:20]([CH:22]4[CH2:24][CH2:23]4)=[O:21])=[N:18][C:13]3=[CH:12][CH:11]=2)[CH:5]=[CH:6][C:7]=1[F:8].[Cl:25][C:26]1[CH:31]=[CH:30][C:29]([N:32]=[C:33]=[O:34])=[CH:28][C:27]=1[C:35]([F:38])([F:37])[F:36]. Product: [Cl:25][C:26]1[CH:31]=[CH:30][C:29]([NH:32][C:33]([NH:1][C:2]2[CH:3]=[C:4]([NH:9][C:10]3[N:15]=[C:14]4[S:16][C:17]([NH:19][C:20]([CH:22]5[CH2:23][CH2:24]5)=[O:21])=[N:18][C:13]4=[CH:12][CH:11]=3)[CH:5]=[CH:6][C:7]=2[F:8])=[O:34])=[CH:28][C:27]=1[C:35]([F:36])([F:37])[F:38]. The catalyst class is: 300. (3) Reactant: [Br:1][CH2:2][C:3]1([CH2:17]O)[CH2:6][N:5]([S:7]([C:10]2[CH:15]=[CH:14][C:13]([CH3:16])=[CH:12][CH:11]=2)(=[O:9])=[O:8])[CH2:4]1.C(Br)(Br)(Br)[Br:20].C1C=CC(P(C2C=CC=CC=2)C2C=CC=CC=2)=CC=1.CCOCC. Product: [Br:1][CH2:2][C:3]1([CH2:17][Br:20])[CH2:6][N:5]([S:7]([C:10]2[CH:15]=[CH:14][C:13]([CH3:16])=[CH:12][CH:11]=2)(=[O:9])=[O:8])[CH2:4]1. The catalyst class is: 2.